From a dataset of Experimentally validated miRNA-target interactions with 360,000+ pairs, plus equal number of negative samples. Binary Classification. Given a miRNA mature sequence and a target amino acid sequence, predict their likelihood of interaction. (1) The miRNA is hsa-miR-186-5p with sequence CAAAGAAUUCUCCUUUUGGGCU. The protein sequence of the target gene is MIEQQKRKGPELPLVPVKRQRHELLLGAGSGPGAGQQQATPGALLQAGPPRCSSLQAPIMLLSGHEGEVYCCKFHPNGSTLASAGFDRLILLWNVYGDCDNYATLKGHSGAVMELHYNTDGSMLFSASTDKTVAVWDSETGERVKRLKGHTSFVNSCYPARRGPQLVCTGSDDGTVKLWDIRKKAAIQTFQNTYQVLAVTFNDTSDQIISGGIDNDIKVWDLRQNKLTYTMRGHADSVTGLSLSSEGSYLLSNAMDNTVRVWDVRPFAPKERCVKIFQGNVHNFEKNLLRCSWSPDGSKI.... Result: 1 (interaction). (2) The miRNA is mmu-miR-466i-3p with sequence AUACACACACACAUACACACUA. The protein sequence of the target gene is MGPVMPASKKAESSGISVSSGLSQRYRGSGFSKALQEDDDLDFPLPDIRLEEGAMEDEELTNLNWLHESKNLLKSFGESVLRSVSPVQDLDDDTPPSPAHSDMPYDARQNPNCKPPYSFSCLIFMAIEDSPTKRLPVKDIYNWILEHFPYFANAPTGWKNSVRHNLSLNKCFKKVDKERSQSIGKGSLWCIDPEYRQNLIQALKKTPYHPPPTPQAYQSTSGPPIWPGSTFFKRNGALLQVSPGVIQNGARVLSRGLFPGVRPLPITPIGMTAAIRNSITSCRMRTESEPPCGSPVVSGD.... Result: 1 (interaction). (3) The miRNA is hsa-miR-939-3p with sequence CCCUGGGCCUCUGCUCCCCAG. The protein sequence of the target gene is MPAVSKGDGMRGLAVFISDIRNCKSKEAEIKRINKELANIRSKFKGDKALDGYSKKKYVCKLLFIFLLGHDIDFGHMEAVNLLSSNKYTEKQIGYLFISVLVNSNSELIRLINNAIKNDLASRNPTFMCLALHCIANVGSREMGEAFAADIPRILVAGDSMDSVKQSAALCLLRLYKASPDLVPMGEWTARVVHLLNDQHMGVVTAAVSLITCLCKKNPDDFKTCVSLAVSRLSRIVSSASTDLQDYTYYFVPAPWLSVKLLRLLQCYPPPEDAAVKGRLVECLETVLNKAQEPPKSKKV.... Result: 0 (no interaction). (4) The miRNA is hsa-miR-4659b-5p with sequence UUGCCAUGUCUAAGAAGAA. The protein sequence of the target gene is MSLQYGAEETPLAGSYGAADSFPKDFGYGVEEEEEEAAAAGGGVGAGAGGGCGPGGADSSKPRILLMGLRRSGKSSIQKVVFHKMSPNETLFLESTNKIYKDDISNSSFVNFQIWDFPGQMDFFDPTFDYEMIFRGTGALIYVIDAQDDYMEALTRLHITVSKAYKVNPDMNFEVFIHKVDGLSDDHKIETQRDIHQRANDDLADAGLEKLHLSFYLTSIYDHSIFEAFSKVVQKLIPQLPTLENLLNIFISNSGIEKAFLFDVVSKIYIATDSSPVDMQSYELCCDMIDVVIDVSCIYG.... Result: 1 (interaction). (5) The miRNA is hsa-miR-8069 with sequence GGAUGGUUGGGGGCGGUCGGCGU. The protein sequence of the target gene is MAETSLLEAGASAASTAAALENLQVEASCSVCLEYLKEPVIIECGHNFCKACITRWWEDLERDFPCPVCRKTSRYRSLRPNRQLGSMVEIAKQLQTVKRKIRDESLCSQHHEPLSLFCYEDQEAVCLICAISHTHRPHTVVPMDDATQEYKEKLQKCLEPLEQKLQEITCCKASEEKKPGELKRLVESRRQQILKEFEELHRRLDEEQQTLLSRLEEEEQDILQRLRENAAHLGDRRRDLAHLAAEVEGKCLQSGFEMLKDVKSTLEKCEKVKTMEVTSVSIELEKNFSNFPRQYFALRK.... Result: 0 (no interaction). (6) The miRNA is rno-miR-181b-5p with sequence AACAUUCAUUGCUGUCGGUGGGU. The protein sequence of the target gene is MDPKQTTLLCLVLCLGQRIQAQEGDFPMPFISAKSSPVIPLDGSVKIQCQAIREAYLTQLMIIKNSTYREIGRRLKFWNETDPEFVIDHMDANKAGRYQCQYRIGHYRFRYSDTLELVVTGLYGKPFLSADRGLVLMPGENISLTCSSAHIPFDRFSLAKEGELSLPQHQSGEHPANFSLGPVDLNVSGIYRCYGWYNRSPYLWSFPSNALELVVTDSIHQDYTTQNLIRMAVAGLVLVALLAILVENWHSHTALNKEASADVAEPSWSQQMCQPGLTFARTPSVCK. Result: 0 (no interaction).